This data is from Full USPTO retrosynthesis dataset with 1.9M reactions from patents (1976-2016). The task is: Predict the reactants needed to synthesize the given product. (1) Given the product [Cl:1][C:2]1[CH:7]=[CH:6][C:5](/[CH:8]=[CH:9]/[C:10]2[C:18]3[C:13](=[CH:14][CH:15]=[C:16]([C:19]4[N:23]=[CH:22][NH:21][N:20]=4)[CH:17]=3)[NH:12][N:11]=2)=[CH:4][CH:3]=1, predict the reactants needed to synthesize it. The reactants are: [Cl:1][C:2]1[CH:7]=[CH:6][C:5](/[CH:8]=[CH:9]/[C:10]2(C(C3CCCCO3)=O)[C:18]3[C:13](=[CH:14][CH:15]=[C:16]([C:19]4[N:23]=[CH:22][N:21](C(C5C=CC=CC=5)(C5C=CC=CC=5)C5C=CC=CC=5)[N:20]=4)[CH:17]=3)[NH:12][NH:11]2)=[CH:4][CH:3]=1. (2) Given the product [CH2:1]1[O:9][C:8]2[CH:7]=[CH:6][C:5]([NH:10][C:11](=[O:22])[C@@H:12]([OH:21])[C@@H:13]([NH2:18])[CH2:14][CH2:15][CH2:16][CH3:17])=[CH:4][C:3]=2[O:2]1, predict the reactants needed to synthesize it. The reactants are: [CH2:1]1[O:9][C:8]2[CH:7]=[CH:6][C:5]([NH:10][C:11](=[O:22])[C@@H:12]([OH:21])[C@@H:13]([N:18]=[N+]=[N-])[CH2:14][CH2:15][CH2:16][CH3:17])=[CH:4][C:3]=2[O:2]1. (3) Given the product [CH:1]([O:4][C:5]1[CH:11]=[CH:10][C:8]([NH:9][C:16](=[O:17])[C:15]2[CH:19]=[CH:20][CH:21]=[C:13]([SH:12])[CH:14]=2)=[CH:7][CH:6]=1)([CH3:3])[CH3:2], predict the reactants needed to synthesize it. The reactants are: [CH:1]([O:4][C:5]1[CH:11]=[CH:10][C:8]([NH2:9])=[CH:7][CH:6]=1)([CH3:3])[CH3:2].[SH:12][C:13]1[CH:14]=[C:15]([CH:19]=[CH:20][CH:21]=1)[C:16](O)=[O:17].